From a dataset of NCI-60 drug combinations with 297,098 pairs across 59 cell lines. Regression. Given two drug SMILES strings and cell line genomic features, predict the synergy score measuring deviation from expected non-interaction effect. (1) Drug 1: CCN(CC)CCNC(=O)C1=C(NC(=C1C)C=C2C3=C(C=CC(=C3)F)NC2=O)C. Drug 2: CNC(=O)C1=NC=CC(=C1)OC2=CC=C(C=C2)NC(=O)NC3=CC(=C(C=C3)Cl)C(F)(F)F. Cell line: NCI-H226. Synergy scores: CSS=-0.246, Synergy_ZIP=5.68, Synergy_Bliss=-0.394, Synergy_Loewe=-5.42, Synergy_HSA=-3.76. (2) Drug 1: COC1=C(C=C2C(=C1)N=CN=C2NC3=CC(=C(C=C3)F)Cl)OCCCN4CCOCC4. Drug 2: CC1=C(C=C(C=C1)C(=O)NC2=CC(=CC(=C2)C(F)(F)F)N3C=C(N=C3)C)NC4=NC=CC(=N4)C5=CN=CC=C5. Cell line: A549. Synergy scores: CSS=22.9, Synergy_ZIP=1.34, Synergy_Bliss=0.553, Synergy_Loewe=-3.18, Synergy_HSA=-0.419. (3) Drug 1: CNC(=O)C1=NC=CC(=C1)OC2=CC=C(C=C2)NC(=O)NC3=CC(=C(C=C3)Cl)C(F)(F)F. Drug 2: C1CC(=O)NC(=O)C1N2C(=O)C3=CC=CC=C3C2=O. Cell line: MDA-MB-231. Synergy scores: CSS=4.65, Synergy_ZIP=0.318, Synergy_Bliss=4.40, Synergy_Loewe=3.52, Synergy_HSA=3.50. (4) Drug 1: C1C(C(OC1N2C=C(C(=O)NC2=O)F)CO)O. Synergy scores: CSS=11.6, Synergy_ZIP=-1.33, Synergy_Bliss=0.796, Synergy_Loewe=-16.6, Synergy_HSA=-1.25. Cell line: MCF7. Drug 2: C(=O)(N)NO. (5) Drug 1: CC12CCC(CC1=CCC3C2CCC4(C3CC=C4C5=CN=CC=C5)C)O. Drug 2: C1=CN(C(=O)N=C1N)C2C(C(C(O2)CO)O)O.Cl. Cell line: SNB-75. Synergy scores: CSS=4.89, Synergy_ZIP=-1.81, Synergy_Bliss=-0.487, Synergy_Loewe=-3.63, Synergy_HSA=-0.695. (6) Cell line: SK-MEL-5. Synergy scores: CSS=1.82, Synergy_ZIP=3.66, Synergy_Bliss=8.23, Synergy_Loewe=3.02, Synergy_HSA=3.13. Drug 2: C1=CC=C(C(=C1)C(C2=CC=C(C=C2)Cl)C(Cl)Cl)Cl. Drug 1: CN1CCC(CC1)COC2=C(C=C3C(=C2)N=CN=C3NC4=C(C=C(C=C4)Br)F)OC. (7) Drug 1: C1=C(C(=O)NC(=O)N1)N(CCCl)CCCl. Drug 2: CC1=CC=C(C=C1)C2=CC(=NN2C3=CC=C(C=C3)S(=O)(=O)N)C(F)(F)F. Cell line: CAKI-1. Synergy scores: CSS=36.0, Synergy_ZIP=-10.3, Synergy_Bliss=-9.28, Synergy_Loewe=-12.7, Synergy_HSA=-7.67. (8) Drug 1: C1=C(C(=O)NC(=O)N1)F. Drug 2: N.N.Cl[Pt+2]Cl. Cell line: SK-OV-3. Synergy scores: CSS=25.4, Synergy_ZIP=5.40, Synergy_Bliss=6.04, Synergy_Loewe=4.91, Synergy_HSA=6.92. (9) Drug 1: CCC1=CC2CC(C3=C(CN(C2)C1)C4=CC=CC=C4N3)(C5=C(C=C6C(=C5)C78CCN9C7C(C=CC9)(C(C(C8N6C)(C(=O)OC)O)OC(=O)C)CC)OC)C(=O)OC.C(C(C(=O)O)O)(C(=O)O)O. Drug 2: CCC1(C2=C(COC1=O)C(=O)N3CC4=CC5=C(C=CC(=C5CN(C)C)O)N=C4C3=C2)O.Cl. Cell line: NCIH23. Synergy scores: CSS=12.3, Synergy_ZIP=-5.63, Synergy_Bliss=-3.87, Synergy_Loewe=-4.04, Synergy_HSA=-1.70. (10) Drug 1: C1=CN(C(=O)N=C1N)C2C(C(C(O2)CO)O)O.Cl. Drug 2: C1=NC(=NC(=O)N1C2C(C(C(O2)CO)O)O)N. Cell line: COLO 205. Synergy scores: CSS=54.7, Synergy_ZIP=-3.61, Synergy_Bliss=-5.46, Synergy_Loewe=-2.24, Synergy_HSA=-0.264.